Dataset: Forward reaction prediction with 1.9M reactions from USPTO patents (1976-2016). Task: Predict the product of the given reaction. Given the reactants [Cl:1][C:2]1[CH:3]=[C:4]2[C:8](=[CH:9][CH:10]=1)[NH:7][C:6](=[O:11])[C:5]2([N:20]1[CH2:25][CH2:24][CH2:23][CH2:22][C@H:21]1[C:26]([N:28]([CH3:30])[CH3:29])=[O:27])[C:12]1[CH:17]=[CH:16][CH:15]=[CH:14][C:13]=1[O:18][CH3:19].[CH3:31][O:32][C:33]1[CH:38]=[CH:37][C:36]([S:39](Cl)(=[O:41])=[O:40])=[C:35]([O:43][C:44]([F:47])([F:46])[F:45])[CH:34]=1, predict the reaction product. The product is: [Cl:1][C:2]1[CH:3]=[C:4]2[C:8](=[CH:9][CH:10]=1)[N:7]([S:39]([C:36]1[CH:37]=[CH:38][C:33]([O:32][CH3:31])=[CH:34][C:35]=1[O:43][C:44]([F:45])([F:46])[F:47])(=[O:41])=[O:40])[C:6](=[O:11])[C:5]2([N:20]1[CH2:25][CH2:24][CH2:23][CH2:22][C@H:21]1[C:26]([N:28]([CH3:29])[CH3:30])=[O:27])[C:12]1[CH:17]=[CH:16][CH:15]=[CH:14][C:13]=1[O:18][CH3:19].